This data is from Catalyst prediction with 721,799 reactions and 888 catalyst types from USPTO. The task is: Predict which catalyst facilitates the given reaction. (1) Reactant: [NH:1]1[C:9]2[C:4](=[CH:5][CH:6]=[CH:7][CH:8]=2)[C:3]([CH2:10][C:11]2[CH:20]=[CH:19][C:14]([C:15]([O:17][CH3:18])=[O:16])=[CH:13][CH:12]=2)=[CH:2]1.[H-].[Na+].[CH3:23]I. Product: [CH3:23][N:1]1[C:9]2[C:4](=[CH:5][CH:6]=[CH:7][CH:8]=2)[C:3]([CH2:10][C:11]2[CH:20]=[CH:19][C:14]([C:15]([O:17][CH3:18])=[O:16])=[CH:13][CH:12]=2)=[CH:2]1. The catalyst class is: 1. (2) Reactant: [CH3:1][O:2][CH2:3][N:4]1[C:9]2[CH:10]=[CH:11][C:12]([C:14](OCC)=[O:15])=[CH:13][C:8]=2[S:7][C:6]2[N:19]=[CH:20][CH:21]=[N:22][C:5]1=2.[H-].C([Al+]CC(C)C)C(C)C. Product: [CH3:1][O:2][CH2:3][N:4]1[C:9]2[CH:10]=[CH:11][C:12]([CH2:14][OH:15])=[CH:13][C:8]=2[S:7][C:6]2[N:19]=[CH:20][CH:21]=[N:22][C:5]1=2. The catalyst class is: 96. (3) Reactant: [CH3:1][O:2][C:3](=[O:16])[O:4][C:5]1[CH:10]=[CH:9][C:8]([NH:11][C:12]([O:14][CH3:15])=[O:13])=[CH:7][CH:6]=1.[I:17]N1C(=O)CCC1=O.FC(F)(F)S(O)(=O)=O. Product: [CH3:1][O:2][C:3](=[O:16])[O:4][C:5]1[CH:6]=[CH:7][C:8]([NH:11][C:12]([O:14][CH3:15])=[O:13])=[C:9]([I:17])[CH:10]=1. The catalyst class is: 10. (4) Reactant: [NH2:1][C:2]1[CH:3]=[C:4]([C:11]2[C:19]3[NH:18][C:17](=[O:20])[NH:16][C:15]=3[CH:14]=[C:13]([C:21]3[C:22]([CH3:27])=[N:23][O:24][C:25]=3[CH3:26])[CH:12]=2)[C:5]([CH:8]2[CH2:10][CH2:9]2)=[N:6][CH:7]=1.N([O:30][C:31](C)(C)[CH3:32])=O. Product: [CH:8]1([C:5]2[N:6]=[CH:7][C:2]([NH:1][C:31](=[O:30])[CH3:32])=[CH:3][C:4]=2[C:11]2[C:19]3[NH:18][C:17](=[O:20])[NH:16][C:15]=3[CH:14]=[C:13]([C:21]3[C:22]([CH3:27])=[N:23][O:24][C:25]=3[CH3:26])[CH:12]=2)[CH2:9][CH2:10]1. The catalyst class is: 290. (5) Product: [CH:24]([O:23][C:21]1[CH:22]=[C:13]([C:12]#[C:11][C:8]2[CH:7]=[CH:6][C:5]([CH2:4][C:3]([OH:31])=[O:2])=[CH:10][CH:9]=2)[CH:14]=[C:15]2[C:20]=1[O:19][C:18]([CH3:27])([CH3:28])[CH2:17][C:16]2([CH3:30])[CH3:29])([CH3:26])[CH3:25]. The catalyst class is: 5. Reactant: C[O:2][C:3](=[O:31])[CH2:4][C:5]1[CH:10]=[CH:9][C:8]([C:11]#[C:12][C:13]2[CH:14]=[C:15]3[C:20](=[C:21]([O:23][CH:24]([CH3:26])[CH3:25])[CH:22]=2)[O:19][C:18]([CH3:28])([CH3:27])[CH2:17][C:16]3([CH3:30])[CH3:29])=[CH:7][CH:6]=1.[OH-].[Na+]. (6) Reactant: [CH:1]1[C:6]([C:7]#[N:8])=[CH:5][C:4]2[C:9]([CH2:12][CH2:13][CH2:14][CH2:15][N:16]3[CH2:21][CH2:20][N:19]([C:22]4[CH:23]=[CH:24][C:25]5[O:30][C:29]([C:31]([NH2:33])=[O:32])=[CH:28][C:26]=5[CH:27]=4)[CH2:18][CH2:17]3)=[CH:10][NH:11][C:3]=2[CH:2]=1.[ClH:34]. Product: [CH:1]1[C:6]([C:7]#[N:8])=[CH:5][C:4]2[C:9]([CH2:12][CH2:13][CH2:14][CH2:15][N:16]3[CH2:17][CH2:18][N:19]([C:22]4[CH:23]=[CH:24][C:25]5[O:30][C:29]([C:31]([NH2:33])=[O:32])=[CH:28][C:26]=5[CH:27]=4)[CH2:20][CH2:21]3)=[CH:10][NH:11][C:3]=2[CH:2]=1.[ClH:34]. The catalyst class is: 106. (7) Reactant: [H-].[Al+3].[Li+].[H-].[H-].[H-].[CH3:7][N:8]([CH3:24])[C:9](=O)[CH2:10][CH2:11][C:12]1[C:13]2[C:21](=O)[CH2:20][CH2:19][CH2:18][CH2:17][C:14]=2[NH:15][CH:16]=1.[OH-].[Na+].S([O-])([O-])(=O)=O.[Na+].[Na+]. Product: [NH:15]1[CH:16]=[C:12]([CH2:11][CH2:10][CH2:9][N:8]([CH3:24])[CH3:7])[C:13]2[CH2:21][CH2:20][CH2:19][CH2:18][CH2:17][C:14]1=2. The catalyst class is: 30. (8) Reactant: Cl[C:2]1[N:12]=[C:11]([NH:13][C:14]2[CH:19]=[CH:18][C:17]([N:20]3[CH2:25][CH2:24][N:23]([C:26]([O:28][C:29]([CH3:32])([CH3:31])[CH3:30])=[O:27])[CH2:22][CH2:21]3)=[CH:16][C:15]=2[O:33][CH3:34])[C:5]2[C:6](=[O:10])[NH:7][N:8]=[CH:9][C:4]=2[CH:3]=1.[Cl:35][C:36]1[CH:41]=[CH:40][CH:39]=[CH:38][C:37]=1[OH:42].CN(C)CC(O)=O.C(=O)([O-])[O-].[Cs+].[Cs+]. Product: [Cl:35][C:36]1[CH:41]=[CH:40][CH:39]=[CH:38][C:37]=1[O:42][C:2]1[N:12]=[C:11]([NH:13][C:14]2[CH:19]=[CH:18][C:17]([N:20]3[CH2:25][CH2:24][N:23]([C:26]([O:28][C:29]([CH3:30])([CH3:31])[CH3:32])=[O:27])[CH2:22][CH2:21]3)=[CH:16][C:15]=2[O:33][CH3:34])[C:5]2[C:6](=[O:10])[NH:7][N:8]=[CH:9][C:4]=2[CH:3]=1. The catalyst class is: 12. (9) Reactant: [CH:1]1[C:11]2[CH2:10][C:9](=[N:12][OH:13])[C:8]3[CH:14]=[CH:15][CH:16]=[CH:17][C:7]=3[O:6][C:5]=2[CH:4]=[CH:3][CH:2]=1.C([Li])CCC.[C:23](OCC)(=[O:25])[CH3:24].O. Product: [CH3:24][C:23]1([OH:25])[CH:10]2[C:9]([C:8]3[CH:14]=[CH:15][CH:16]=[CH:17][C:7]=3[O:6][C:5]3[CH:4]=[CH:3][CH:2]=[CH:1][C:11]=32)=[N:12][O:13]1. The catalyst class is: 1.